This data is from Forward reaction prediction with 1.9M reactions from USPTO patents (1976-2016). The task is: Predict the product of the given reaction. (1) Given the reactants [OH:1][C:2]1[C:11]2[C:6](=[N:7][CH:8]=[CH:9][CH:10]=2)[N:5]([CH2:12][CH2:13][CH:14]([CH3:16])[CH3:15])[C:4](=[O:17])[C:3]=1[C:18]1[NH:23][C:22]2[CH:24]=[CH:25][C:26]([NH:28][S:29]([N:32]3CCO[C:33]3=O)(=[O:31])=[O:30])=[CH:27][C:21]=2[S:20](=[O:39])(=[O:38])[N:19]=1.N[CH:41]1[CH2:44]C[CH2:42]1, predict the reaction product. The product is: [CH:33]1([NH:32][S:29]([NH:28][C:26]2[CH:25]=[CH:24][C:22]3[NH:23][C:18]([C:3]4[C:4](=[O:17])[N:5]([CH2:12][CH2:13][CH:14]([CH3:15])[CH3:16])[C:6]5[C:11]([C:2]=4[OH:1])=[CH:10][CH:9]=[CH:8][N:7]=5)=[N:19][S:20](=[O:39])(=[O:38])[C:21]=3[CH:27]=2)(=[O:30])=[O:31])[CH2:44][CH2:41][CH2:42]1. (2) Given the reactants S(=O)(O)[O-].[Br:5][CH:6]1[CH2:15][CH2:14][C:13]2[C:8](=[CH:9][CH:10]=[CH:11][CH:12]=2)[C:7]1=O.[NH:17]1[CH2:21][CH2:20][CH2:19][CH2:18]1.[CH2:22](Br)[C:23]1[CH:28]=[CH:27][CH:26]=[CH:25][CH:24]=1, predict the reaction product. The product is: [Br-:5].[CH2:22]([CH:12]1[C:13]2[C:8](=[CH:7][C:6]([Br:5])=[CH:15][CH:14]=2)[CH2:9][CH2:10][C:11]1=[N+:17]1[CH2:21][CH2:20][CH2:19][CH2:18]1)[C:23]1[CH:28]=[CH:27][CH:26]=[CH:25][CH:24]=1. (3) Given the reactants [C:1]([C:3]1([NH:6][C:7](=[O:40])[C@H:8]([CH2:35][C:36]([F:39])([CH3:38])[CH3:37])[NH:9][C@@H:10]([C:14]2[CH:19]=[CH:18][C:17]([C:20]3[CH:25]=[CH:24][C:23]([C@H:26]4[CH2:28][C@@H:27]4[C:29]([NH:31][CH:32]4[CH2:34][CH2:33]4)=[O:30])=[CH:22][CH:21]=3)=[CH:16][CH:15]=2)[CH:11]([F:13])[F:12])[CH2:5][CH2:4]1)#[N:2].[CH3:41][C:42]1[CH:43]=[CH:44][C:45]([S:48]([OH:51])(=[O:50])=[O:49])=[CH:46][CH:47]=1.O, predict the reaction product. The product is: [CH3:41][C:42]1[CH:43]=[CH:44][C:45]([S:48]([O-:51])(=[O:50])=[O:49])=[CH:46][CH:47]=1.[C:1]([C:3]1([NH:6][C:7](=[O:40])[C@@H:8]([NH2+:9][C@@H:10]([C:14]2[CH:19]=[CH:18][C:17]([C:20]3[CH:25]=[CH:24][C:23]([C@@H:26]4[CH2:28][C@H:27]4[C:29]([NH:31][CH:32]4[CH2:34][CH2:33]4)=[O:30])=[CH:22][CH:21]=3)=[CH:16][CH:15]=2)[CH:11]([F:12])[F:13])[CH2:35][C:36]([F:39])([CH3:38])[CH3:37])[CH2:5][CH2:4]1)#[N:2]. (4) Given the reactants C([N:8]1[CH2:12][CH2:11][C@H:10]([NH:13][C:14]2[N:23]=[C:22]([N:24]3[CH2:29][CH2:28][N:27]([C:30]([O:32][C:33]([CH3:36])([CH3:35])[CH3:34])=[O:31])[CH2:26][CH2:25]3)[C:21]3[C:16](=[CH:17][CH:18]=[CH:19][CH:20]=3)[N:15]=2)[CH2:9]1)C1C=CC=CC=1, predict the reaction product. The product is: [NH:8]1[CH2:12][CH2:11][C@H:10]([NH:13][C:14]2[N:23]=[C:22]([N:24]3[CH2:25][CH2:26][N:27]([C:30]([O:32][C:33]([CH3:36])([CH3:35])[CH3:34])=[O:31])[CH2:28][CH2:29]3)[C:21]3[C:16](=[CH:17][CH:18]=[CH:19][CH:20]=3)[N:15]=2)[CH2:9]1.